The task is: Predict the product of the given reaction.. This data is from Forward reaction prediction with 1.9M reactions from USPTO patents (1976-2016). (1) Given the reactants [Cl:1][C:2]1[C:10]([F:11])=[CH:9][CH:8]=[CH:7][C:3]=1[C:4]([OH:6])=O.[F:12][C:13]1([F:31])[CH2:18][CH2:17][C:16]([CH2:29][NH2:30])([C:19]2[CH:20]=[N:21][C:22]([C:25]([F:28])([F:27])[F:26])=[N:23][CH:24]=2)[CH2:15][CH2:14]1, predict the reaction product. The product is: [Cl:1][C:2]1[C:10]([F:11])=[CH:9][CH:8]=[CH:7][C:3]=1[C:4]([NH:30][CH2:29][C:16]1([C:19]2[CH:20]=[N:21][C:22]([C:25]([F:28])([F:27])[F:26])=[N:23][CH:24]=2)[CH2:17][CH2:18][C:13]([F:12])([F:31])[CH2:14][CH2:15]1)=[O:6]. (2) Given the reactants [F:1][C:2]1[CH:7]=[CH:6][CH:5]=[C:4]([F:8])[C:3]=1[CH:9]=[CH:10][C:11]([C:13]1[N:14]=[C:15]([CH:18]2[CH2:23][CH2:22][N:21]([C:24](=[O:36])[CH2:25][N:26]3[C:30]([CH3:31])=[CH:29][C:28]([C:32]([F:35])([F:34])[F:33])=[N:27]3)[CH2:20][CH2:19]2)[S:16][CH:17]=1)=O.Cl.[CH3:38][O:39][NH2:40], predict the reaction product. The product is: [CH3:38][O:39][N:40]=[C:11]([C:13]1[N:14]=[C:15]([CH:18]2[CH2:23][CH2:22][N:21]([C:24](=[O:36])[CH2:25][N:26]3[C:30]([CH3:31])=[CH:29][C:28]([C:32]([F:33])([F:34])[F:35])=[N:27]3)[CH2:20][CH2:19]2)[S:16][CH:17]=1)[CH:10]=[CH:9][C:3]1[C:2]([F:1])=[CH:7][CH:6]=[CH:5][C:4]=1[F:8]. (3) The product is: [CH:1]([C:4]1[CH:8]=[C:7]([N:9]2[CH2:45][CH2:44][C:12]3[N:13]=[C:14]([C:24]4[CH:32]=[CH:31][CH:30]=[C:29]5[C:25]=4[C:26]([CH3:43])=[CH:27][NH:28]5)[N:15]=[C:16]([N:17]4[CH2:22][CH2:21][N:20]([CH2:57][C:58]([NH2:60])=[O:59])[C@H:19]([CH3:23])[CH2:18]4)[C:11]=3[CH2:10]2)[N:6]([CH3:46])[N:5]=1)([CH3:3])[CH3:2]. Given the reactants [CH:1]([C:4]1[CH:8]=[C:7]([N:9]2[CH2:45][CH2:44][C:12]3[N:13]=[C:14]([C:24]4[CH:32]=[CH:31][CH:30]=[C:29]5[C:25]=4[C:26]([CH3:43])=[CH:27][N:28]5S(C4C=CC(C)=CC=4)(=O)=O)[N:15]=[C:16]([N:17]4[CH2:22][CH2:21][NH:20][C@H:19]([CH3:23])[CH2:18]4)[C:11]=3[CH2:10]2)[N:6]([CH3:46])[N:5]=1)([CH3:3])[CH3:2].C(N(C(C)C)CC)(C)C.Br[CH2:57][C:58]([NH2:60])=[O:59].[OH-].[K+].[OH-].[NH4+].OS([O-])(=O)=O.[Na+], predict the reaction product. (4) Given the reactants [ClH:1].Cl.[NH2:3][C:4]1[CH:23]=[CH:22][C:7]2[CH:8]=[C:9]([C:11]([NH:13][C@@H:14]3[CH:19]4[CH2:20][CH2:21][N:16]([CH2:17][CH2:18]4)[CH2:15]3)=[O:12])[S:10][C:6]=2[CH:5]=1.C(N(CC)CC)C.[CH:31]1([N:37]=[C:38]=[O:39])[CH2:36][CH2:35][CH2:34][CH2:33][CH2:32]1, predict the reaction product. The product is: [ClH:1].[N:16]12[CH2:21][CH2:20][CH:19]([CH2:18][CH2:17]1)[C@@H:14]([NH:13][C:11]([C:9]1[S:10][C:6]3[CH:5]=[C:4]([NH:3][C:38]([NH:37][CH:31]4[CH2:36][CH2:35][CH2:34][CH2:33][CH2:32]4)=[O:39])[CH:23]=[CH:22][C:7]=3[CH:8]=1)=[O:12])[CH2:15]2. (5) The product is: [C:1]([C:5]1[CH:6]=[CH:7][C:8]([S:11]([N:14]([C:15]2[CH:20]=[CH:19][CH:18]=[C:17]([N:21]([CH3:22])[CH3:23])[CH:16]=2)[CH2:24][C:25]([N:30]([CH2:31][CH3:32])[CH2:28][CH3:29])=[O:27])(=[O:12])=[O:13])=[CH:9][CH:10]=1)([CH3:4])([CH3:2])[CH3:3]. Given the reactants [C:1]([C:5]1[CH:10]=[CH:9][C:8]([S:11]([N:14]([CH2:24][C:25]([OH:27])=O)[C:15]2[CH:20]=[CH:19][CH:18]=[C:17]([N:21]([CH3:23])[CH3:22])[CH:16]=2)(=[O:13])=[O:12])=[CH:7][CH:6]=1)([CH3:4])([CH3:3])[CH3:2].[CH2:28]([NH:30][CH2:31][CH3:32])[CH3:29], predict the reaction product. (6) Given the reactants [NH:1]1[CH:5]=[CH:4][CH:3]=[CH:2]1.[CH2:6](Br)[CH:7]([CH3:9])[CH3:8].C(Cl)(=O)C(Cl)=O.[C:17]([NH:24][CH2:25][CH2:26][CH2:27][CH2:28][CH2:29][CH2:30][NH2:31])(OC(C)(C)C)=[O:18], predict the reaction product. The product is: [NH2:31][CH2:30][CH2:29][CH2:28][CH2:27][CH2:26][CH2:25][NH:24][C:17]([C:2]1[N:1]([CH2:6][CH:7]([CH3:9])[CH3:8])[CH:5]=[CH:4][CH:3]=1)=[O:18]. (7) Given the reactants [S:1]1[CH:5]=[C:4]([CH:6]=[O:7])[N:3]=[CH:2]1.[F-].C([N+](CCCC)(CCCC)CCCC)CCC.[F:26][C:27]([Si](C)(C)C)([F:29])[F:28], predict the reaction product. The product is: [F:26][C:27]([F:29])([F:28])[CH:6]([C:4]1[N:3]=[CH:2][S:1][CH:5]=1)[OH:7].